Dataset: Peptide-MHC class II binding affinity with 134,281 pairs from IEDB. Task: Regression. Given a peptide amino acid sequence and an MHC pseudo amino acid sequence, predict their binding affinity value. This is MHC class II binding data. (1) The peptide sequence is YDKFLANVSTVLNGK. The MHC is DRB1_1302 with pseudo-sequence DRB1_1302. The binding affinity (normalized) is 0.830. (2) The peptide sequence is NLCVERVLDCRTAFK. The binding affinity (normalized) is 0. The MHC is DRB1_0901 with pseudo-sequence DRB1_0901. (3) The peptide sequence is QSAVVCGRRHSVRIR. The MHC is DRB3_0101 with pseudo-sequence DRB3_0101. The binding affinity (normalized) is 0.150. (4) The peptide sequence is AFKVRATAANAAPAN. The MHC is DRB1_0802 with pseudo-sequence DRB1_0802. The binding affinity (normalized) is 0.768. (5) The peptide sequence is DCISIGPGSTGLNIT. The MHC is HLA-DPA10201-DPB11401 with pseudo-sequence HLA-DPA10201-DPB11401. The binding affinity (normalized) is 0.